Dataset: Full USPTO retrosynthesis dataset with 1.9M reactions from patents (1976-2016). Task: Predict the reactants needed to synthesize the given product. (1) Given the product [F:1][C:2]1[C:7]([C:8]2[CH:9]=[C:10]([N:14]=[C:17]=[S:18])[N:11]=[CH:12][N:13]=2)=[CH:6][CH:5]=[CH:4][N:3]=1, predict the reactants needed to synthesize it. The reactants are: [F:1][C:2]1[C:7]([C:8]2[N:13]=[CH:12][N:11]=[C:10]([NH2:14])[CH:9]=2)=[CH:6][CH:5]=[CH:4][N:3]=1.[H-].[Na+].[C:17](N1C=CC=CC1=O)(N1C=CC=CC1=O)=[S:18]. (2) The reactants are: Cl[C:2]1[C:3]2[C:10]([I:11])=[C:9]([C:12]#[C:13][CH3:14])[S:8][C:4]=2[N:5]=[CH:6][N:7]=1.[OH:15][C@H:16]([CH2:22][C:23]1[CH:28]=[CH:27][CH:26]=[CH:25][C:24]=1[O:29][CH:30]1[CH2:35][CH2:34][CH2:33][CH2:32][O:31]1)[C:17]([O:19][CH2:20][CH3:21])=[O:18].C([O-])([O-])=O.[Cs+].[Cs+].C(O)(C)(C)C. Given the product [I:11][C:10]1[C:3]2[C:2]([O:15][C@H:16]([CH2:22][C:23]3[CH:28]=[CH:27][CH:26]=[CH:25][C:24]=3[O:29][CH:30]3[CH2:35][CH2:34][CH2:33][CH2:32][O:31]3)[C:17]([O:19][CH2:20][CH3:21])=[O:18])=[N:7][CH:6]=[N:5][C:4]=2[S:8][C:9]=1[C:12]#[C:13][CH3:14], predict the reactants needed to synthesize it. (3) Given the product [CH2:9]1[C:10]2[C:5](=[CH:4][CH:3]=[CH:2][CH:11]=2)[CH2:6][CH2:7][NH:8]1, predict the reactants needed to synthesize it. The reactants are: O[C:2]1[CH:11]=[C:10]2[C:5]([CH2:6][CH2:7][N:8](CC#C)[CH2:9]2)=[CH:4][CH:3]=1.OC1C=C2C(CCN(CC3CC3)C2)=CC=1.C(N(C)C(Cl)=O)C.N1(C(Cl)=O)CCCC1.N1(C(Cl)=O)CCCCC1.N1(C(Cl)=O)CCOCC1. (4) Given the product [Cl:18][C:14]1[CH:5]=[CH:6][N:8]([CH:9]([CH:11]([CH3:13])[CH3:12])[CH3:10])[C:28](=[O:31])[C:15]=1[CH:23]=[O:26], predict the reactants needed to synthesize it. The reactants are: CN(C=[C:5]([C:14](=O)[CH3:15])[C:6]([NH:8][CH:9]([CH:11]([CH3:13])[CH3:12])[CH3:10])=O)C.[Cl-].[Cl:18]C=[N+](C)C.[C:23](=[O:26])([O-])O.[Na+].[C:28](=[O:31])([O-])[O-].[K+].[K+]. (5) The reactants are: [CH:1]1([CH2:4][C:5](F)(F)[C:6]([O:8][CH2:9][CH3:10])=[O:7])[CH2:3][CH2:2]1.BrCC1CC1.C(C1[S:28][CH2:27][CH2:26][CH2:25][S:24]1)(OCC)=O. Given the product [CH:1]1([CH2:4][C:5]2([C:6]([O:8][CH2:9][CH3:10])=[O:7])[S:28][CH2:27][CH2:26][CH2:25][S:24]2)[CH2:3][CH2:2]1, predict the reactants needed to synthesize it. (6) Given the product [CH2:1]([NH:3][C:4](=[O:28])[NH:5][C:6]1[N:11]=[CH:10][C:9]([C:30]2[CH:35]=[N:34][CH:33]=[C:32]([S:36]([NH2:39])(=[O:38])=[O:37])[CH:31]=2)=[C:8]([C:15]2[S:16][CH:17]=[C:18]([C:20]3[CH:25]=[CH:24][CH:23]=[C:22]([O:26][CH3:27])[N:21]=3)[N:19]=2)[CH:7]=1)[CH3:2], predict the reactants needed to synthesize it. The reactants are: [CH2:1]([NH:3][C:4](=[O:28])[NH:5][C:6]1[N:11]=[CH:10][C:9](B(O)O)=[C:8]([C:15]2[S:16][CH:17]=[C:18]([C:20]3[CH:25]=[CH:24][CH:23]=[C:22]([O:26][CH3:27])[N:21]=3)[N:19]=2)[CH:7]=1)[CH3:2].Br[C:30]1[CH:31]=[C:32]([S:36]([NH2:39])(=[O:38])=[O:37])[CH:33]=[N:34][CH:35]=1.C1(P(C2CCCCC2)C2C=CC=CC=2C2C(C(C)C)=CC(C(C)C)=CC=2C(C)C)CCCCC1.C(=O)([O-])[O-].[Cs+].[Cs+]. (7) Given the product [CH2:27]([N:25]1[CH:26]=[C:22]([C:21]2[CH:20]=[CH:19][N:18]=[C:17]3[NH:41][C:14]([C:8]4[CH:7]=[C:6]5[C:11]([CH2:12][CH2:13][NH:4][CH2:5]5)=[CH:10][CH:9]=4)=[CH:15][C:16]=23)[C:23]([C:29]2[CH:34]=[CH:33][C:32]([NH:35][C:36](=[O:40])[N:37]([CH3:39])[CH3:38])=[CH:31][CH:30]=2)=[N:24]1)[CH3:28], predict the reactants needed to synthesize it. The reactants are: C([N:4]1[CH2:13][CH2:12][C:11]2[C:6](=[CH:7][C:8]([C:14]3[NH:41][C:17]4=[N:18][CH:19]=[CH:20][C:21]([C:22]5[C:23]([C:29]6[CH:34]=[CH:33][C:32]([NH:35][C:36](=[O:40])[N:37]([CH3:39])[CH3:38])=[CH:31][CH:30]=6)=[N:24][N:25]([CH2:27][CH3:28])[CH:26]=5)=[C:16]4[CH:15]=3)=[CH:9][CH:10]=2)[CH2:5]1)(=O)C. (8) Given the product [F:27][C:26]([F:29])([F:28])[S:23]([O:1][C:2]1[CH:3]=[C:4]2[C:9](=[CH:10][CH:11]=1)[C:8]([C:12]([O:14][CH2:15][CH3:16])=[O:13])=[CH:7][CH:6]=[CH:5]2)(=[O:25])=[O:24], predict the reactants needed to synthesize it. The reactants are: [OH:1][C:2]1[CH:3]=[C:4]2[C:9](=[CH:10][CH:11]=1)[C:8]([C:12]([O:14][CH2:15][CH3:16])=[O:13])=[CH:7][CH:6]=[CH:5]2.N1C=CC=CC=1.[S:23](O[S:23]([C:26]([F:29])([F:28])[F:27])(=[O:25])=[O:24])([C:26]([F:29])([F:28])[F:27])(=[O:25])=[O:24]. (9) Given the product [Cl:11][C:12]1[CH:19]=[CH:18][C:15]([CH2:16][N:3]2[C:4]3[CH:10]=[CH:9][CH:8]=[CH:7][C:5]=3[N:6]=[C:2]2[NH:1][CH2:24][C:23]2[CH:26]=[CH:27][C:28]([Cl:29])=[C:21]([Cl:20])[CH:22]=2)=[CH:14][CH:13]=1, predict the reactants needed to synthesize it. The reactants are: [NH2:1][C:2]1[NH:3][C:4]2[CH:10]=[CH:9][CH:8]=[CH:7][C:5]=2[N:6]=1.[Cl:11][C:12]1[CH:19]=[CH:18][C:15]([CH2:16]Cl)=[CH:14][CH:13]=1.[Cl:20][C:21]1[CH:22]=[C:23]([CH:26]=[CH:27][C:28]=1[Cl:29])[CH:24]=O. (10) Given the product [CH3:14][N:10]1[S:9](=[O:16])(=[O:15])[N:8]([C:4]2[CH:3]=[C:2]([C:25]3[CH:30]=[CH:29][N:28]=[C:27]([NH:31][C:32](=[O:34])[CH3:33])[CH:26]=3)[CH:7]=[N:6][CH:5]=2)[CH2:13][CH2:12][CH2:11]1, predict the reactants needed to synthesize it. The reactants are: Br[C:2]1[CH:3]=[C:4]([N:8]2[CH2:13][CH2:12][CH2:11][N:10]([CH3:14])[S:9]2(=[O:16])=[O:15])[CH:5]=[N:6][CH:7]=1.CC1(C)C(C)(C)OB([C:25]2[CH:30]=[CH:29][N:28]=[C:27]([NH:31][C:32](=[O:34])[CH3:33])[CH:26]=2)O1.C(=O)([O-])[O-].[Na+].[Na+].